This data is from Reaction yield outcomes from USPTO patents with 853,638 reactions. The task is: Predict the reaction yield, written as a fraction of the theoretical maximum amount of product (1.0 means a 100% yield; for example, 0.34 means a 34% yield). (1) The reactants are Cl[C:2]([O:4][CH2:5][C:6]1[CH:11]=[CH:10][CH:9]=[CH:8][CH:7]=1)=[O:3].[CH3:12][NH:13][CH2:14][CH2:15][OH:16]. The catalyst is C1COCC1.C(=O)([O-])[O-].[Na+].[Na+]. The product is [CH2:5]([O:4][C:2]([N:13]([CH2:14][CH2:15][OH:16])[CH3:12])=[O:3])[C:6]1[CH:11]=[CH:10][CH:9]=[CH:8][CH:7]=1. The yield is 0.970. (2) The reactants are [CH3:1][S:2]([NH:5][CH:6]1[CH2:11][CH2:10][N:9]([C:12]2[C:17]([CH3:18])=[CH:16][CH:15]=[CH:14][C:13]=2[CH2:19][N:20]2[CH2:25][CH2:24][N:23](C(OC(C)(C)C)=O)[CH2:22][CH2:21]2)[CH2:8][CH2:7]1)(=[O:4])=[O:3].C(O)(C(F)(F)F)=O. The catalyst is C(Cl)Cl. The product is [CH3:18][C:17]1[CH:16]=[CH:15][CH:14]=[C:13]([CH2:19][N:20]2[CH2:25][CH2:24][NH:23][CH2:22][CH2:21]2)[C:12]=1[N:9]1[CH2:10][CH2:11][CH:6]([NH:5][S:2]([CH3:1])(=[O:4])=[O:3])[CH2:7][CH2:8]1. The yield is 0.910. (3) The reactants are [Br:1][C:2]1[CH:3]=[N:4][C:5]([NH:8][CH2:9][CH:10]2[C:15]([CH3:17])([CH3:16])[CH2:14][CH2:13][CH2:12][NH:11]2)=[N:6][CH:7]=1.C(N(CC)CC)C.Cl.[CH3:26][C:27]1[C:36]([CH3:37])=[CH:35][C:34]2[C:29](=[C:30]([C:38](Cl)=[O:39])[CH:31]=[CH:32][CH:33]=2)[N:28]=1. The catalyst is ClCCl. The product is [Br:1][C:2]1[CH:3]=[N:4][C:5]([NH:8][CH2:9][C@@H:10]2[C:15]([CH3:17])([CH3:16])[CH2:14][CH2:13][CH2:12][N:11]2[C:38]([C:30]2[CH:31]=[CH:32][CH:33]=[C:34]3[C:29]=2[N:28]=[C:27]([CH3:26])[C:36]([CH3:37])=[CH:35]3)=[O:39])=[N:6][CH:7]=1. The yield is 0.310. (4) The reactants are C1(P(C2C=CC=CC=2)C2C=CC=CC=2)C=CC=CC=1.II.[Si]([O:29][C:30]1[CH:63]=[CH:62][C:33]([C:34]([NH:36][NH:37][C:38](=O)[C@H:39]([NH:50][C:51]2[CH:56]=[CH:55][C:54]([C:57]#[N:58])=[C:53]([Cl:59])[C:52]=2[CH3:60])[C@H:40]([O:42][Si:43]([C:46]([CH3:49])([CH3:48])[CH3:47])([CH3:45])[CH3:44])[CH3:41])=[O:35])=[CH:32][C:31]=1[Cl:64])(C(C)(C)C)(C)C. The catalyst is C(Cl)Cl. The product is [Si:43]([O:42][C@H:40]([CH3:41])[C@@H:39]([NH:50][C:51]1[CH:56]=[CH:55][C:54]([C:57]#[N:58])=[C:53]([Cl:59])[C:52]=1[CH3:60])[C:38]1[O:35][C:34]([C:33]2[CH:62]=[CH:63][C:30]([OH:29])=[C:31]([Cl:64])[CH:32]=2)=[N:36][N:37]=1)([C:46]([CH3:48])([CH3:47])[CH3:49])([CH3:44])[CH3:45]. The yield is 0.880. (5) The reactants are [CH3:1][O:2][C:3]1[CH:4]=[C:5]2[C:10](=[CH:11][CH:12]=1)[N:9]=[C:8]([NH:13][CH2:14][CH2:15][CH2:16][NH2:17])[CH:7]=[C:6]2[CH3:18].[N+:19]([C:22]1[S:26][CH:25]=[C:24]([CH:27]=O)[CH:23]=1)([O-:21])=[O:20]. No catalyst specified. The product is [CH3:1][O:2][C:3]1[CH:4]=[C:5]2[C:10](=[CH:11][CH:12]=1)[N:9]=[C:8]([NH:13][CH2:14][CH2:15][CH2:16][NH:17][CH2:27][C:24]1[CH:23]=[C:22]([N+:19]([O-:21])=[O:20])[S:26][CH:25]=1)[CH:7]=[C:6]2[CH3:18]. The yield is 0.630. (6) The reactants are CO.[NH:3]1[C:7]2[CH:8]=[CH:9][CH:10]=[CH:11][C:6]=2[NH:5][C:4]1=[C:12]([C:28]([C:30]1[CH:35]=[CH:34][CH:33]=[C:32]([F:36])[CH:31]=1)=[O:29])[C:13]([C:15]1[CH:20]=[CH:19][CH:18]=[C:17]([C@@H:21]2[CH2:25][O:24]C(C)(C)[O:22]2)[CH:16]=1)=[O:14].O.C1(C)C=CC(S(O)(=O)=O)=CC=1.C(=O)(O)[O-].[Na+]. The catalyst is O. The product is [NH:3]1[C:7]2[CH:8]=[CH:9][CH:10]=[CH:11][C:6]=2[NH:5][C:4]1=[C:12]([C:28]([C:30]1[CH:35]=[CH:34][CH:33]=[C:32]([F:36])[CH:31]=1)=[O:29])[C:13]([C:15]1[CH:20]=[CH:19][CH:18]=[C:17]([C@@H:21]([OH:22])[CH2:25][OH:24])[CH:16]=1)=[O:14]. The yield is 0.420. (7) The reactants are [NH2:1][CH2:2][CH2:3][N:4]1[C:8]2=[N:9][CH:10]=[N:11][C:12]([NH2:13])=[C:7]2[C:6]([C:14]2[CH:19]=[CH:18][C:17]([O:20][C:21]3[CH:26]=[CH:25][CH:24]=[CH:23][CH:22]=3)=[CH:16][CH:15]=2)=[N:5]1.[C:27]([CH2:29][C:30](O)=[O:31])#[N:28].C(O)(C(F)(F)F)=O.O. The catalyst is CN(C=O)C. The product is [NH2:13][C:12]1[N:11]=[CH:10][N:9]=[C:8]2[N:4]([CH2:3][CH2:2][NH:1][C:30](=[O:31])[CH2:29][C:27]#[N:28])[N:5]=[C:6]([C:14]3[CH:19]=[CH:18][C:17]([O:20][C:21]4[CH:26]=[CH:25][CH:24]=[CH:23][CH:22]=4)=[CH:16][CH:15]=3)[C:7]=12. The yield is 0.220.